Dataset: Reaction yield outcomes from USPTO patents with 853,638 reactions. Task: Predict the reaction yield, written as a fraction of the theoretical maximum amount of product (1.0 means a 100% yield; for example, 0.34 means a 34% yield). (1) The reactants are O1CCCC1.[F:6][C:7]1[CH:23]=[CH:22][C:10]([O:11][C:12]2[S:16][C:15]([CH2:17][C:18](Cl)=[N:19][OH:20])=[CH:14][CH:13]=2)=[CH:9][CH:8]=1.[C:24]([C:26]1[C:27]([NH2:32])=[N:28][CH:29]=[CH:30][CH:31]=1)#[CH:25].C(N(CC)CC)C. The catalyst is O. The product is [F:6][C:7]1[CH:23]=[CH:22][C:10]([O:11][C:12]2[S:16][C:15]([CH2:17][C:18]3[CH:25]=[C:24]([C:26]4[C:27]([NH2:32])=[N:28][CH:29]=[CH:30][CH:31]=4)[O:20][N:19]=3)=[CH:14][CH:13]=2)=[CH:9][CH:8]=1. The yield is 0.0721. (2) The reactants are [CH3:1][C:2]1([CH3:16])[CH2:8][CH2:7][CH2:6][NH:5][C:4]2[CH:9]=[C:10]([N+:13]([O-:15])=[O:14])[CH:11]=[CH:12][C:3]1=2.[C:17](OC(=O)C)(=[O:19])[CH3:18]. The catalyst is C(#N)C. The product is [CH3:1][C:2]1([CH3:16])[CH2:8][CH2:7][CH2:6][N:5]([C:17](=[O:19])[CH3:18])[C:4]2[CH:9]=[C:10]([N+:13]([O-:15])=[O:14])[CH:11]=[CH:12][C:3]1=2. The yield is 0.610. (3) The reactants are [OH-].[K+].[Br:3][C:4]1[CH:5]=[CH:6][C:7]2[NH:8][C:9]3[C:14]([C:15]=2[CH:16]=1)=[CH:13][C:12]([Br:17])=[CH:11][CH:10]=3.[CH2:18]([CH:20]1[O:22][CH2:21]1)Br. The catalyst is CN(C=O)C. The product is [Br:17][C:12]1[CH:11]=[CH:10][C:9]2[N:8]([CH2:18][CH:20]3[CH2:21][O:22]3)[C:7]3[C:15]([C:14]=2[CH:13]=1)=[CH:16][C:4]([Br:3])=[CH:5][CH:6]=3. The yield is 0.660. (4) The reactants are [O:1]=[C:2]1[CH2:11][CH2:10][C:9]2[C:4](=[CH:5][C:6]([O:12][CH2:13][C:14]3[CH:26]=[CH:25][C:17]([C:18]([O:20]C(C)(C)C)=[O:19])=[CH:16][CH:15]=3)=[CH:7][CH:8]=2)[NH:3]1.[Br:27]Br.[Br-].[K+]. The catalyst is C(O)(=O)C. The product is [Br:27][C:7]1[CH:8]=[C:9]2[C:4](=[CH:5][C:6]=1[O:12][CH2:13][C:14]1[CH:26]=[CH:25][C:17]([C:18]([OH:20])=[O:19])=[CH:16][CH:15]=1)[NH:3][C:2](=[O:1])[CH2:11][CH2:10]2. The yield is 0.570. (5) The reactants are [C:1]([C:3]1[CH:8]=[C:7]([CH3:9])[CH:6]=[CH:5][C:4]=1[NH:10][C:11](=[O:14])OC)#[N:2].[C:15]([NH:18][NH2:19])(=O)[CH3:16]. The catalyst is CN1CCCC1=O. The product is [CH3:16][C:15]1[N:2]=[C:1]2[N:19]([C:11](=[O:14])[NH:10][C:4]3[CH:5]=[CH:6][C:7]([CH3:9])=[CH:8][C:3]=32)[N:18]=1. The yield is 0.680.